Dataset: Reaction yield outcomes from USPTO patents with 853,638 reactions. Task: Predict the reaction yield, written as a fraction of the theoretical maximum amount of product (1.0 means a 100% yield; for example, 0.34 means a 34% yield). (1) The reactants are [NH2:1][C:2]1[CH:3]=[C:4]([CH2:9][C:10]([OH:12])=[O:11])[CH:5]=[CH:6][C:7]=1[OH:8].[CH:13](OCC)(OCC)OCC. The catalyst is C1(C)C=CC=CC=1. The product is [O:8]1[C:7]2[CH:6]=[CH:5][C:4]([CH2:9][C:10]([OH:12])=[O:11])=[CH:3][C:2]=2[N:1]=[CH:13]1. The yield is 0.830. (2) The reactants are [F:1][C:2]([F:13])([C:6]1[CH:11]=[CH:10][C:9]([F:12])=[CH:8][N:7]=1)[C:3]([O-:5])=O.[Na+].CN(C(ON1N=NC2C=CC=NC1=2)=[N+](C)C)C.F[P-](F)(F)(F)(F)F.[NH2:39][C:40]1[CH:48]=[CH:47][CH:46]=[CH:45][C:41]=1[C:42]([NH2:44])=[O:43]. The yield is 0.740. The catalyst is CN(C=O)C. The product is [F:13][C:2]([F:1])([C:6]1[CH:11]=[CH:10][C:9]([F:12])=[CH:8][N:7]=1)[C:3]([NH:39][C:40]1[CH:48]=[CH:47][CH:46]=[CH:45][C:41]=1[C:42]([NH2:44])=[O:43])=[O:5]. (3) The reactants are [CH:1]1([C:7]2[C:15]3[C:10](=[CH:11][C:12]([C:16]([OH:18])=[O:17])=[CH:13][CH:14]=3)[NH:9][CH:8]=2)[CH2:6][CH2:5][CH2:4][CH2:3][CH2:2]1.[CH3:19]N(C=O)C.C(=O)([O-])[O-].[K+].[K+].Cl. The catalyst is O. The product is [CH:1]1([C:7]2[C:15]3[C:10](=[CH:11][C:12]([C:16]([O:18][CH3:19])=[O:17])=[CH:13][CH:14]=3)[NH:9][CH:8]=2)[CH2:2][CH2:3][CH2:4][CH2:5][CH2:6]1. The yield is 0.900. (4) The reactants are Br[C:2]1[C:10]2[C:6](=[N:7][S:8][N:9]=2)[C:5](Br)=[CH:4][C:3]=1Cl.C[Sn](C)(C)[C:15]1[S:16][CH:17]=[C:18]([CH2:20][CH2:21][CH2:22][CH2:23][CH2:24][CH2:25][CH2:26][CH2:27][CH2:28][CH2:29][CH2:30][CH3:31])[CH:19]=1.[CH3:55][C:50]1[CH:51]=[CH:52][CH:53]=[CH:54][C:49]=1P([C:49]1[CH:54]=[CH:53][CH:52]=[CH:51][C:50]=1[CH3:55])[C:49]1[CH:54]=[CH:53][CH:52]=[CH:51][C:50]=1[CH3:55]. The catalyst is C1C=CC(/C=C/C(/C=C/C2C=CC=CC=2)=O)=CC=1.C1C=CC(/C=C/C(/C=C/C2C=CC=CC=2)=O)=CC=1.C1C=CC(/C=C/C(/C=C/C2C=CC=CC=2)=O)=CC=1.[Pd].[Pd]. The product is [CH2:20]([C:18]1[CH:19]=[C:15]([C:2]2[C:10]3[C:6](=[N:7][S:8][N:9]=3)[C:5]([C:15]3[S:16][CH:17]=[C:18]([CH2:20][CH2:21][CH2:22][CH2:23][CH2:24][CH2:49][CH2:54][CH2:53][CH2:52][CH2:51][CH2:50][CH3:55])[CH:19]=3)=[CH:4][CH:3]=2)[S:16][CH:17]=1)[CH2:21][CH2:22][CH2:23][CH2:24][CH2:25][CH2:26][CH2:27][CH2:28][CH2:29][CH2:30][CH3:31]. The yield is 0.170. (5) The reactants are [C:1]1([C@H:7]([NH:25][C:26]([O:28][C@@H:29]2[CH:34]3[CH2:35][CH2:36][N:31]([CH2:32][CH2:33]3)[CH2:30]2)=[O:27])[C:8]2[CH:9]=[C:10]([CH:22]=[CH:23][CH:24]=2)[O:11][CH2:12][C:13]2[CH:21]=[CH:20][C:16]([C:17]([OH:19])=[O:18])=[CH:15][CH:14]=2)[CH:6]=[CH:5][CH:4]=[CH:3][CH:2]=1.[Cl:37][C:38]1[CH:39]=[N+:40]([O-:58])[CH:41]=[C:42]([Cl:57])[C:43]=1[CH2:44][C@@H:45]([C:47]1[CH:52]=[CH:51][C:50]([O:53][CH3:54])=[C:49]([O:55][CH3:56])[CH:48]=1)O.CCN=C=NCCCN(C)C.Cl. The catalyst is CN(C=O)C.CN(C1C=CN=CC=1)C. The product is [Cl:57][C:42]1[CH:41]=[N+:40]([O-:58])[CH:39]=[C:38]([Cl:37])[C:43]=1[CH2:44][C@H:45]([O:18][C:17](=[O:19])[C:16]1[CH:15]=[CH:14][C:13]([CH2:12][O:11][C:10]2[CH:22]=[CH:23][CH:24]=[C:8]([C@H:7]([C:1]3[CH:6]=[CH:5][CH:4]=[CH:3][CH:2]=3)[NH:25][C:26]([O:28][C@@H:29]3[CH:34]4[CH2:35][CH2:36][N:31]([CH2:32][CH2:33]4)[CH2:30]3)=[O:27])[CH:9]=2)=[CH:21][CH:20]=1)[C:47]1[CH:52]=[CH:51][C:50]([O:53][CH3:54])=[C:49]([O:55][CH3:56])[CH:48]=1. The yield is 0.420. (6) The reactants are [N+]([C:4]1[C:9]([O:10][CH3:11])=[CH:8][CH:7]=[CH:6][C:5]=1[CH:12]=[C:13]([N+:15]([O-])=O)[CH3:14])([O-])=O.CCOC(C)=O.C(O)(=O)C. The catalyst is [Pd].CCO. The product is [CH3:14][C:13]1[NH:15][C:4]2[C:5]([CH:12]=1)=[CH:6][CH:7]=[CH:8][C:9]=2[O:10][CH3:11]. The yield is 0.620.